This data is from Forward reaction prediction with 1.9M reactions from USPTO patents (1976-2016). The task is: Predict the product of the given reaction. (1) Given the reactants [C:1]([O:5][C:6]([N:8]1[CH2:13][CH2:12][CH:11]([N:14]2[CH2:18][CH2:17][C@@H:16]([CH2:19][C:20]3[C:25]([Cl:26])=[CH:24][C:23]([C:27]4[CH:32]=[CH:31][C:30]([C:33](O)=[O:34])=[CH:29][CH:28]=4)=[CH:22][C:21]=3[Cl:36])[C:15]2=[O:37])[CH2:10][CH2:9]1)=[O:7])([CH3:4])([CH3:3])[CH3:2].Cl.[F:39][C:40]([F:48])([F:47])[CH:41]1[CH2:46][CH2:45][NH:44][CH2:43][CH2:42]1.CCN=C=NCCCN(C)C.Cl.ON1C2C=CC=CC=2N=N1.CN1CCOCC1, predict the reaction product. The product is: [C:1]([O:5][C:6]([N:8]1[CH2:9][CH2:10][CH:11]([N:14]2[CH2:18][CH2:17][C@@H:16]([CH2:19][C:20]3[C:25]([Cl:26])=[CH:24][C:23]([C:27]4[CH:28]=[CH:29][C:30]([C:33]([N:44]5[CH2:45][CH2:46][CH:41]([C:40]([F:48])([F:47])[F:39])[CH2:42][CH2:43]5)=[O:34])=[CH:31][CH:32]=4)=[CH:22][C:21]=3[Cl:36])[C:15]2=[O:37])[CH2:12][CH2:13]1)=[O:7])([CH3:2])([CH3:4])[CH3:3]. (2) Given the reactants [NH2:1][C:2]1[N:3]=[CH:4][C:5]([C:17]2[N:21]([CH2:22][CH3:23])[N:20]=[C:19]([CH:24]3[CH2:29][CH2:28][N:27]([C:30]([C@@H:32]4[CH2:36][O:35]C(C)(C)[O:33]4)=[O:31])[CH2:26][CH2:25]3)[N:18]=2)=[N:6][C:7]=1[C:8]1[O:9][C:10]([C:13]([CH3:16])([CH3:15])[CH3:14])=[N:11][N:12]=1.C(O)(C(F)(F)F)=O, predict the reaction product. The product is: [NH2:1][C:2]1[N:3]=[CH:4][C:5]([C:17]2[N:21]([CH2:22][CH3:23])[N:20]=[C:19]([CH:24]3[CH2:29][CH2:28][N:27]([C:30](=[O:31])[C@@H:32]([OH:33])[CH2:36][OH:35])[CH2:26][CH2:25]3)[N:18]=2)=[N:6][C:7]=1[C:8]1[O:9][C:10]([C:13]([CH3:15])([CH3:16])[CH3:14])=[N:11][N:12]=1. (3) The product is: [NH2:6][C:5]1[C:4]([C:9]([NH:20][CH2:19][C:18]2[CH:21]=[CH:22][C:15]([F:14])=[CH:16][CH:17]=2)=[O:10])=[CH:3][C:2]([I:1])=[N:13][CH:12]=1. Given the reactants [I:1][C:2]1[N:13]=[CH:12][C:5]2[NH:6]C(=O)O[C:9](=[O:10])[C:4]=2[CH:3]=1.[F:14][C:15]1[CH:22]=[CH:21][C:18]([CH2:19][NH2:20])=[CH:17][CH:16]=1.C(Cl)Cl.O, predict the reaction product. (4) Given the reactants CO[C:3]([C:5]1[C:6]([OH:35])=[C:7]2[C:12](=[C:13]([C:15]3[CH:16]=[N:17][CH:18]=[CH:19][CH:20]=3)[N:14]=1)[N:11]([CH2:21][CH:22]1[CH2:27][CH2:26][CH2:25][CH2:24][CH2:23]1)[C:10](=[O:28])[C:9]([C:29]1[CH:34]=[CH:33][CH:32]=[CH:31][CH:30]=1)=[CH:8]2)=[O:4].[NH2:36][CH2:37][CH2:38][C:39]([OH:41])=[O:40].C[O-].[Na+], predict the reaction product. The product is: [CH:22]1([CH2:21][N:11]2[C:12]3[C:7](=[C:6]([OH:35])[C:5]([C:3]([NH:36][CH2:37][CH2:38][C:39]([OH:41])=[O:40])=[O:4])=[N:14][C:13]=3[C:15]3[CH:16]=[N:17][CH:18]=[CH:19][CH:20]=3)[CH:8]=[C:9]([C:29]3[CH:34]=[CH:33][CH:32]=[CH:31][CH:30]=3)[C:10]2=[O:28])[CH2:23][CH2:24][CH2:25][CH2:26][CH2:27]1. (5) Given the reactants [C:1]([C:3]1[CH:4]=[C:5]([N:9]([N:17]([C:21]([NH:23][C:24]2[CH:29]=[CH:28][C:27](I)=[CH:26][CH:25]=2)=[O:22])[CH2:18][CH2:19][CH3:20])[C:10]([O:12][C:13]([CH3:16])([CH3:15])[CH3:14])=[O:11])[CH:6]=[CH:7][CH:8]=1)#[N:2].[CH3:31][S:32][C:33]1[CH:38]=[CH:37][CH:36]=[CH:35][C:34]=1B(O)O.C(=O)([O-])[O-].[Na+].[Na+], predict the reaction product. The product is: [C:1]([C:3]1[CH:4]=[C:5]([N:9]([N:17]([C:21]([NH:23][C:24]2[CH:29]=[CH:28][C:27]([C:34]3[CH:35]=[CH:36][CH:37]=[CH:38][C:33]=3[S:32][CH3:31])=[CH:26][CH:25]=2)=[O:22])[CH2:18][CH2:19][CH3:20])[C:10]([O:12][C:13]([CH3:16])([CH3:15])[CH3:14])=[O:11])[CH:6]=[CH:7][CH:8]=1)#[N:2]. (6) The product is: [CH:1]1([N:5]2[CH2:10][CH2:9][C:8]3([CH2:11][CH2:12][CH:13]([O:16][C:20]4[CH:29]=[CH:28][C:23]([C:24]([NH:26][CH3:27])=[O:25])=[CH:22][N:21]=4)[CH2:14][CH2:15]3)[CH2:7][CH2:6]2)[CH2:4][CH2:3][CH2:2]1. Given the reactants [CH:1]1([N:5]2[CH2:10][CH2:9][C:8]3([CH2:15][CH2:14][CH:13]([OH:16])[CH2:12][CH2:11]3)[CH2:7][CH2:6]2)[CH2:4][CH2:3][CH2:2]1.[H-].[Na+].Cl[C:20]1[CH:29]=[CH:28][C:23]([C:24]([NH:26][CH3:27])=[O:25])=[CH:22][N:21]=1, predict the reaction product. (7) Given the reactants [CH:1]1([C:4]([C@H:6]2[CH2:10][O:9]C(C)(C)[N:7]2[C:13]([O:15][C:16]([CH3:19])([CH3:18])[CH3:17])=[O:14])=[CH2:5])[CH2:3][CH2:2]1.O.C1(C)C=CC(S(O)(=O)=O)=CC=1.C(N(CC)CC)C.C(OC(OC(C)(C)C)=O)(OC(C)(C)C)=O.N1C=CN=C1.[Si:59](Cl)([C:62]([CH3:65])([CH3:64])[CH3:63])([CH3:61])[CH3:60], predict the reaction product. The product is: [Si:59]([O:9][CH2:10][C@@H:6]([NH:7][C:13](=[O:14])[O:15][C:16]([CH3:17])([CH3:18])[CH3:19])[C:4]([CH:1]1[CH2:2][CH2:3]1)=[CH2:5])([C:62]([CH3:65])([CH3:64])[CH3:63])([CH3:61])[CH3:60].